From a dataset of Reaction yield outcomes from USPTO patents with 853,638 reactions. Predict the reaction yield, written as a fraction of the theoretical maximum amount of product (1.0 means a 100% yield; for example, 0.34 means a 34% yield). (1) The product is [CH2:13]([C:17]1[N:18]=[C:19]([CH3:49])[N:20]([CH2:39][C:40]([CH3:48])([C:42]2[CH:43]=[CH:44][CH:45]=[CH:46][CH:47]=2)[CH3:41])[C:21](=[O:38])[C:22]=1[CH2:23][C:24]1[CH:29]=[CH:28][C:27]([C:30]2[CH:35]=[CH:34][CH:33]=[CH:32][C:31]=2[C:36]2[NH:3][C:4](=[O:7])[O:5][N:37]=2)=[CH:26][CH:25]=1)[CH2:14][CH2:15][CH3:16]. The catalyst is C(OCC)(=O)C. The yield is 0.240. The reactants are [Cl-].O[NH3+:3].[C:4](=[O:7])([O-])[OH:5].[Na+].CS(C)=O.[CH2:13]([C:17]1[N:18]=[C:19]([CH3:49])[N:20]([CH2:39][C:40]([CH3:48])([C:42]2[CH:47]=[CH:46][CH:45]=[CH:44][CH:43]=2)[CH3:41])[C:21](=[O:38])[C:22]=1[CH2:23][C:24]1[CH:29]=[CH:28][C:27]([C:30]2[C:31]([C:36]#[N:37])=[CH:32][CH:33]=[CH:34][CH:35]=2)=[CH:26][CH:25]=1)[CH2:14][CH2:15][CH3:16]. (2) The yield is 0.250. The product is [OH:18][C:4]1[CH:3]=[C:2]([C:19]#[N:20])[C:10]2[O:9][C:8]([C:11]3[CH:16]=[CH:15][C:14]([OH:17])=[CH:13][CH:12]=3)=[N:7][C:6]=2[CH:5]=1. The reactants are Br[C:2]1[C:10]2[O:9][C:8]([C:11]3[CH:16]=[CH:15][C:14]([OH:17])=[CH:13][CH:12]=3)=[N:7][C:6]=2[CH:5]=[C:4]([OH:18])[CH:3]=1.[C:19]([Cu])#[N:20]. The catalyst is CN(C=O)C.C(OCC)(=O)C. (3) The reactants are [NH2:1][C:2]1[C:9]([NH:10][C:11]2[CH:16]=[C:15]([CH3:17])[CH:14]=[C:13]([CH3:18])[CH:12]=2)=[CH:8][CH:7]=[CH:6][C:3]=1[C:4]#[N:5].Cl.[CH:20](OCC)(OCC)OCC. No catalyst specified. The product is [CH3:17][C:15]1[CH:16]=[C:11]([N:10]2[C:9]3[CH:8]=[CH:7][CH:6]=[C:3]([C:4]#[N:5])[C:2]=3[N:1]=[CH:20]2)[CH:12]=[C:13]([CH3:18])[CH:14]=1. The yield is 0.870. (4) The reactants are COC1C=CC(C[N:8]2[C:17]3[CH:18]=[C:19]([O:22][CH2:23][C@@H:24]([NH:29]C(=O)OC(C)(C)C)[CH2:25][CH:26]([CH3:28])[CH3:27])[CH:20]=[CH:21][C:16]=3[C:15]3[C:10](=[C:11]([CH3:37])[N:12]=[CH:13][CH:14]=3)[C:9]2=[O:38])=CC=1. The catalyst is C(#N)C.C(OCC)(=O)C.O. The product is [NH2:29][C@@H:24]([CH2:25][CH:26]([CH3:28])[CH3:27])[CH2:23][O:22][C:19]1[CH:20]=[CH:21][C:16]2[C:15]3[C:10](=[C:11]([CH3:37])[N:12]=[CH:13][CH:14]=3)[C:9](=[O:38])[NH:8][C:17]=2[CH:18]=1. The yield is 0.800.